From a dataset of Forward reaction prediction with 1.9M reactions from USPTO patents (1976-2016). Predict the product of the given reaction. (1) The product is: [F:17][C:12]1[CH:13]=[CH:14][CH:15]=[C:16]2[C:11]=1[C:10]([NH2:18])=[N:9][C:8]2([C:6]1[CH:7]=[C:2]([C:29]2[CH:28]=[N:27][CH:32]=[CH:31][CH:30]=2)[CH:3]=[CH:4][C:5]=1[F:26])[C:19]1[CH:24]=[CH:23][N:22]=[C:21]([CH3:25])[CH:20]=1. Given the reactants Br[C:2]1[CH:3]=[CH:4][C:5]([F:26])=[C:6]([C:8]2([C:19]3[CH:24]=[CH:23][N:22]=[C:21]([CH3:25])[CH:20]=3)[C:16]3[C:11](=[C:12]([F:17])[CH:13]=[CH:14][CH:15]=3)[C:10]([NH2:18])=[N:9]2)[CH:7]=1.[N:27]1[CH:32]=[CH:31][CH:30]=[C:29](B(O)O)[CH:28]=1, predict the reaction product. (2) Given the reactants [C:1]([C:5]1[CH:10]=[CH:9][CH:8]=[CH:7][C:6]=1[OH:11])([CH3:4])([CH3:3])[CH3:2].[CH2:12](Br)[C:13]#[CH:14].C(=O)([O-])[O-].[K+].[K+], predict the reaction product. The product is: [C:1]([C:5]1[CH:10]=[CH:9][CH:8]=[CH:7][C:6]=1[O:11][CH2:14][C:13]#[CH:12])([CH3:4])([CH3:2])[CH3:3]. (3) Given the reactants F[C:2]1[CH:7]=[CH:6][C:5]([I:8])=[CH:4][N:3]=1.C(=O)([O-])[O-].[K+].[K+].[CH3:15][C:16]1([NH:21][C:22](=[O:28])[O:23][C:24]([CH3:27])([CH3:26])[CH3:25])[CH2:20][CH2:19][NH:18][CH2:17]1.O, predict the reaction product. The product is: [C:24]([O:23][C:22](=[O:28])[NH:21][C:16]1([CH3:15])[CH2:20][CH2:19][N:18]([C:2]2[CH:7]=[CH:6][C:5]([I:8])=[CH:4][N:3]=2)[CH2:17]1)([CH3:27])([CH3:25])[CH3:26]. (4) Given the reactants C(=O)([O-])[O-].[Cs+].[Cs+].C1C=CC(P([C:33]2[C:34](C3C(P(C4C=CC=CC=4)C4C=CC=CC=4)=C[CH:37]=[C:36]4[C:31]=3[CH:32]=[CH:33][CH:34]=[CH:35]4)=[C:35]3[C:36]([CH:37]=CC=C3)=[CH:31][CH:32]=2)C2C=CC=CC=2)=CC=1.[Si:53]([O:60][CH2:61][C@H:62]1[CH2:66][CH2:65][CH2:64][NH:63]1)([C:56]([CH3:59])([CH3:58])[CH3:57])([CH3:55])[CH3:54].BrC1C=C(C)C=CC=1, predict the reaction product. The product is: [Si:53]([O:60][CH2:61][C@H:62]1[CH2:66][CH2:65][CH2:64][N:63]1[C:34]1[CH:33]=[CH:32][CH:31]=[C:36]([CH3:37])[CH:35]=1)([C:56]([CH3:59])([CH3:58])[CH3:57])([CH3:55])[CH3:54]. (5) The product is: [CH3:1][O:2][C:3]1[CH:8]=[CH:7][C:6]([CH2:9][CH2:10][CH:11]=[O:12])=[CH:5][CH:4]=1. Given the reactants [CH3:1][O:2][C:3]1[CH:8]=[CH:7][C:6]([CH2:9][CH2:10][C:11](O)=[O:12])=[CH:5][CH:4]=1.CC(C[AlH]CC(C)C)C.[NH4+].[Cl-], predict the reaction product.